This data is from Full USPTO retrosynthesis dataset with 1.9M reactions from patents (1976-2016). The task is: Predict the reactants needed to synthesize the given product. (1) Given the product [C:2]([O:5][C:6]([N:7]([CH2:19][CH2:20][CH:21]=[CH2:22])[NH2:8])=[O:23])([CH3:4])([CH3:3])[CH3:1], predict the reactants needed to synthesize it. The reactants are: [CH3:1][C:2]([O:5][C:6](=[O:23])[N:7]([CH2:19][CH2:20][CH:21]=[CH2:22])[N:8]1C(=O)C2C(=CC=CC=2)C1=O)([CH3:4])[CH3:3].CNN. (2) The reactants are: [S:1]1[CH:5]=[CH:4][N:3]=[CH:2]1.C([Mg]Cl)(C)C.[Cl-].[Li+].[O:13]=[C:14]1[C:22]2[C:17](=[CH:18][C:19]([C:23]([O:25][CH3:26])=[O:24])=[CH:20][CH:21]=2)[CH2:16][CH2:15]1. Given the product [OH:13][C:14]1([C:2]2[S:1][CH:5]=[CH:4][N:3]=2)[C:22]2[C:17](=[CH:18][C:19]([C:23]([O:25][CH3:26])=[O:24])=[CH:20][CH:21]=2)[CH2:16][CH2:15]1, predict the reactants needed to synthesize it.